Dataset: Full USPTO retrosynthesis dataset with 1.9M reactions from patents (1976-2016). Task: Predict the reactants needed to synthesize the given product. (1) Given the product [C:21]1([S:27]([N:18]2[CH2:17][CH:16]=[C:15]([C:7]3[N:6]=[C:5]([CH:1]4[CH2:4][CH2:3][CH2:2]4)[N:9]4[CH:10]=[CH:11][N:12]=[C:13]([NH2:14])[C:8]=34)[CH2:20][CH2:19]2)(=[O:29])=[O:28])[CH:26]=[CH:25][CH:24]=[CH:23][CH:22]=1, predict the reactants needed to synthesize it. The reactants are: [CH:1]1([C:5]2[N:9]3[CH:10]=[CH:11][N:12]=[C:13]([NH2:14])[C:8]3=[C:7]([C:15]3[CH2:16][CH2:17][NH:18][CH2:19][CH:20]=3)[N:6]=2)[CH2:4][CH2:3][CH2:2]1.[C:21]1([S:27](Cl)(=[O:29])=[O:28])[CH:26]=[CH:25][CH:24]=[CH:23][CH:22]=1.CCN(C(C)C)C(C)C.CN(C=O)C. (2) Given the product [F:19][C:20]([F:26])([F:25])[C:21]([C:16]1[S:15][C:14]([SH:13])=[N:18][CH:17]=1)([OH:24])[CH2:22][CH3:23], predict the reactants needed to synthesize it. The reactants are: C(NC(C)C)(C)C.C([Li])CCC.[SH:13][C:14]1[S:15][CH:16]=[CH:17][N:18]=1.[F:19][C:20]([F:26])([F:25])[C:21](=[O:24])[CH2:22][CH3:23]. (3) The reactants are: [CH2:1]([N:8]1[CH2:15][CH:14]2[O:16][CH:10]([CH2:11][N:12](C(OCC3C=CC=CC=3)=O)[CH:13]2OC)[CH2:9]1)[C:2]1[CH:7]=[CH:6][CH:5]=[CH:4][CH:3]=1. Given the product [CH2:1]([N:8]1[CH2:15][CH:14]2[O:16][CH:10]([CH2:11][NH:12][CH2:13]2)[CH2:9]1)[C:2]1[CH:3]=[CH:4][CH:5]=[CH:6][CH:7]=1, predict the reactants needed to synthesize it. (4) Given the product [CH3:18][O:19][C:20](=[O:23])[CH2:21][N:7]([C:6]([O:5][C:1]([CH3:4])([CH3:2])[CH3:3])=[O:15])[C:8]1[CH:13]=[C:12]([Cl:14])[CH:11]=[CH:10][N:9]=1, predict the reactants needed to synthesize it. The reactants are: [C:1]([O:5][C:6](=[O:15])[NH:7][C:8]1[CH:13]=[C:12]([Cl:14])[CH:11]=[CH:10][N:9]=1)([CH3:4])([CH3:3])[CH3:2].[H-].[Na+].[CH3:18][O:19][C:20](=[O:23])[CH2:21]Br. (5) The reactants are: [CH3:1][C:2]1[CH:3]=[C:4]([S:8](Cl)(=[O:10])=[O:9])[CH:5]=[CH:6][CH:7]=1.[NH2:12][C:13]1[CH:14]=[C:15]([CH:25]=[CH:26][C:27]=1[O:28][CH3:29])[C:16]([NH:18][C:19]1[CH:24]=[CH:23][CH:22]=[CH:21][CH:20]=1)=[O:17]. Given the product [C:2]1([CH3:1])[CH:7]=[CH:6][CH:5]=[C:4]([S:8]([NH:12][C:13]2[CH:14]=[C:15]([CH:25]=[CH:26][C:27]=2[O:28][CH3:29])[C:16]([NH:18][C:19]2[CH:24]=[CH:23][CH:22]=[CH:21][CH:20]=2)=[O:17])(=[O:10])=[O:9])[CH:3]=1, predict the reactants needed to synthesize it. (6) Given the product [C:13]([O:17][C:18]([NH:1][CH2:2][CH2:3][CH2:4][NH:5][CH2:6][C:7]1[CH:12]=[CH:11][CH:10]=[CH:9][CH:8]=1)=[O:19])([CH3:16])([CH3:15])[CH3:14], predict the reactants needed to synthesize it. The reactants are: [NH2:1][CH2:2][CH2:3][CH2:4][NH:5][CH2:6][C:7]1[CH:12]=[CH:11][CH:10]=[CH:9][CH:8]=1.[C:13]([O:17][C:18](ON=C(C1C=CC=CC=1)C#N)=[O:19])([CH3:16])([CH3:15])[CH3:14]. (7) Given the product [C:4]([O:3][C:1]([N:8]1[CH2:13][CH:12]=[CH:11][C:10](=[O:14])[CH2:9]1)=[O:2])([CH3:7])([CH3:5])[CH3:6], predict the reactants needed to synthesize it. The reactants are: [C:1]([N:8]1[CH2:13][CH:12]=[CH:11][CH:10]([OH:14])[CH2:9]1)([O:3][C:4]([CH3:7])([CH3:6])[CH3:5])=[O:2].CC(OI1(OC(C)=O)(OC(C)=O)OC(=O)C2C=CC=CC1=2)=O.S([O-])([O-])(=O)=S.[Na+].[Na+].